This data is from Full USPTO retrosynthesis dataset with 1.9M reactions from patents (1976-2016). The task is: Predict the reactants needed to synthesize the given product. Given the product [CH:1]1([C:7]2[C:8]3[CH:9]=[CH:10][C:11]([C:28]([O:30][CH3:31])=[O:29])=[CH:12][C:13]=3[N:14]3[C:21]=2[C:20]2[CH:22]=[CH:23][C:24]([F:26])=[CH:25][C:19]=2[O:18][CH2:17][CH:16]([NH:36][CH2:35][CH2:34][N:33]([CH3:37])[CH3:32])[CH2:15]3)[CH2:6][CH2:5][CH2:4][CH2:3][CH2:2]1, predict the reactants needed to synthesize it. The reactants are: [CH:1]1([C:7]2[C:8]3[CH:9]=[CH:10][C:11]([C:28]([O:30][CH3:31])=[O:29])=[CH:12][C:13]=3[N:14]3[C:21]=2[C:20]2[CH:22]=[CH:23][C:24]([F:26])=[CH:25][C:19]=2[O:18][CH2:17][C:16](=O)[CH2:15]3)[CH2:6][CH2:5][CH2:4][CH2:3][CH2:2]1.[CH3:32][N:33]([CH3:37])[CH2:34][CH2:35][NH2:36].CC(O)=O.C(O[BH-](OC(=O)C)OC(=O)C)(=O)C.[Na+].[OH-].[Na+].